From a dataset of Forward reaction prediction with 1.9M reactions from USPTO patents (1976-2016). Predict the product of the given reaction. (1) Given the reactants [CH3:1][O:2][C:3]1[CH:4]=[CH:5][C:6]2[NH:12][C:11](=[O:13])[N:10]([CH:14]3[CH2:19][CH2:18][NH:17][CH2:16][CH2:15]3)[CH2:9][CH2:8][C:7]=2[CH:20]=1.[Cl:21][C:22]1[CH:27]=[C:26]([C:28]([N:30]2[C:38]3[C:33](=[CH:34][C:35]([F:39])=[CH:36][CH:37]=3)[CH2:32][CH2:31]2)=[O:29])[CH:25]=[C:24](Cl)[N:23]=1.CCN(C(C)C)C(C)C, predict the reaction product. The product is: [Cl:21][C:22]1[N:23]=[C:24]([N:17]2[CH2:18][CH2:19][CH:14]([N:10]3[CH2:9][CH2:8][C:7]4[CH:20]=[C:3]([O:2][CH3:1])[CH:4]=[CH:5][C:6]=4[NH:12][C:11]3=[O:13])[CH2:15][CH2:16]2)[CH:25]=[C:26]([C:28]([N:30]2[C:38]3[C:33](=[CH:34][C:35]([F:39])=[CH:36][CH:37]=3)[CH2:32][CH2:31]2)=[O:29])[CH:27]=1. (2) The product is: [NH2:26][C:23]1[CH:24]=[CH:25][C:20]([C:7]2[N:6]([CH:1]3[CH2:5][CH2:4][CH2:3][CH2:2]3)[C:10]3[CH:11]=[CH:12][C:13]([C:15]([O:17][CH2:18][CH3:19])=[O:16])=[CH:14][C:9]=3[N:8]=2)=[CH:21][CH:22]=1. Given the reactants [CH:1]1([N:6]2[C:10]3[CH:11]=[CH:12][C:13]([C:15]([O:17][CH2:18][CH3:19])=[O:16])=[CH:14][C:9]=3[N:8]=[C:7]2[C:20]2[CH:25]=[CH:24][C:23]([N+:26]([O-])=O)=[CH:22][CH:21]=2)[CH2:5][CH2:4][CH2:3][CH2:2]1, predict the reaction product. (3) Given the reactants [CH3:1][O:2][C:3]1[CH:29]=[CH:28][C:6]2[N:7]([C:10]3[CH:15]=[CH:14][C:13]([N:16]([CH2:19][CH2:20][O:21]C4CCCCO4)C=O)=[CH:12][CH:11]=3)[CH:8]=[N:9][C:5]=2[CH:4]=1.[ClH:30], predict the reaction product. The product is: [ClH:30].[CH3:1][O:2][C:3]1[CH:29]=[CH:28][C:6]2[N:7]([C:10]3[CH:11]=[CH:12][C:13]([NH:16][CH2:19][CH2:20][OH:21])=[CH:14][CH:15]=3)[CH:8]=[N:9][C:5]=2[CH:4]=1. (4) Given the reactants [NH2:1][C:2]1[CH:22]=[CH:21][C:5]([O:6][C:7]2[C:12]([C:13]3[CH:18]=[CH:17][N:16]=[C:15]([NH:19][CH3:20])[CH:14]=3)=[CH:11][CH:10]=[CH:9][N:8]=2)=[CH:4][CH:3]=1.Cl[C:24]1[C:33]2[C:28](=[CH:29][CH:30]=[CH:31][CH:32]=2)[C:27]([C:34]2[CH:39]=[CH:38][CH:37]=[CH:36][CH:35]=2)=[N:26][N:25]=1.CC(O)(C)C, predict the reaction product. The product is: [CH3:20][NH:19][C:15]1[CH:14]=[C:13]([C:12]2[C:7]([O:6][C:5]3[CH:21]=[CH:22][C:2]([NH:1][C:24]4[C:33]5[C:28](=[CH:29][CH:30]=[CH:31][CH:32]=5)[C:27]([C:34]5[CH:39]=[CH:38][CH:37]=[CH:36][CH:35]=5)=[N:26][N:25]=4)=[CH:3][CH:4]=3)=[N:8][CH:9]=[CH:10][CH:11]=2)[CH:18]=[CH:17][N:16]=1. (5) Given the reactants [C:1]([C:3]1[CH:8]=[C:7]([C:9]2[CH:10]=[C:11]([CH:15]=[CH:16][CH:17]=2)[C:12]([O-:14])=[O:13])[CH:6]=[CH:5][N:4]=1)#[N:2].[C:18](OC([O-])=O)([O:20][C:21]([CH3:24])([CH3:23])[CH3:22])=[O:19].[H][H].[CH2:31](O)C, predict the reaction product. The product is: [C:21]([O:20][C:18]([NH:2][CH2:1][C:3]1[CH:8]=[C:7]([C:9]2[CH:10]=[C:11]([CH:15]=[CH:16][CH:17]=2)[C:12]([O:14][CH3:31])=[O:13])[CH:6]=[CH:5][N:4]=1)=[O:19])([CH3:24])([CH3:23])[CH3:22]. (6) The product is: [CH:12]([N:10]1[CH2:11][CH:8]([CH2:7][CH2:6][CH2:5][CH2:4][NH:1][C:35](=[O:36])[CH2:34][O:33][CH2:32][C:31]2[CH:38]=[CH:39][C:28]([F:27])=[CH:29][CH:30]=2)[CH2:9]1)([C:19]1[CH:24]=[CH:23][CH:22]=[CH:21][CH:20]=1)[C:13]1[CH:18]=[CH:17][CH:16]=[CH:15][CH:14]=1. Given the reactants [N:1]([CH2:4][CH2:5][CH2:6][CH2:7][CH:8]1[CH2:11][N:10]([CH:12]([C:19]2[CH:24]=[CH:23][CH:22]=[CH:21][CH:20]=2)[C:13]2[CH:18]=[CH:17][CH:16]=[CH:15][CH:14]=2)[CH2:9]1)=[N+]=[N-].[H][H].[F:27][C:28]1[CH:39]=[CH:38][C:31]([CH2:32][O:33][CH2:34][C:35](O)=[O:36])=[CH:30][CH:29]=1.CCN(CC)CC.F[P-](F)(F)(F)(F)F.N1(O[P+](N(C)C)(N(C)C)N(C)C)C2C=CC=CC=2N=N1, predict the reaction product.